Dataset: Forward reaction prediction with 1.9M reactions from USPTO patents (1976-2016). Task: Predict the product of the given reaction. (1) Given the reactants [CH3:1][C:2]1[CH:7]=[CH:6][C:5]([NH:8][C:9](=[O:20])[C:10]2[CH:15]=[CH:14][CH:13]=[C:12]([C:16]([F:19])([F:18])[F:17])[CH:11]=2)=[CH:4][C:3]=1B1OC(C)(C)C(C)(C)O1.Br[C:31]1[CH:39]=[C:38]2[C:34]([C:35]([NH2:40])=[N:36][NH:37]2)=[CH:33][CH:32]=1.[C:41](=[O:44])([O-])[O-:42].[Cs+].[Cs+], predict the reaction product. The product is: [NH2:40][C:35]1[C:34]2[C:38](=[CH:39][C:31]([C:3]3[CH:4]=[C:5]([NH:8][C:9](=[O:20])[C:10]4[CH:15]=[CH:14][CH:13]=[C:12]([C:16]([F:19])([F:18])[F:17])[CH:11]=4)[CH:6]=[CH:7][C:2]=3[CH3:1])=[CH:32][CH:33]=2)[NH:37][N:36]=1.[C:41]([OH:42])([C:16]([F:19])([F:18])[F:17])=[O:44]. (2) Given the reactants [C:1]([C:3]1[N:4]=[C:5]([NH:24][CH2:25][CH:26]([CH3:28])[CH3:27])[C:6]2[N:7]([C:9]([C:12]3[CH:23]=[CH:22][C:15]([C:16]([NH:18][CH:19]4[CH2:21][CH2:20]4)=[O:17])=[CH:14][CH:13]=3)=[CH:10][N:11]=2)[CH:8]=1)#[N:2].C([O-])([O-])=[O:30].C([O-])([O-])=O.OO.OO.OO.[Na+].[Na+].[Na+].[Na+], predict the reaction product. The product is: [CH:19]1([NH:18][C:16]([C:15]2[CH:14]=[CH:13][C:12]([C:9]3[N:7]4[CH:8]=[C:3]([C:1]([NH2:2])=[O:30])[N:4]=[C:5]([NH:24][CH2:25][CH:26]([CH3:28])[CH3:27])[C:6]4=[N:11][CH:10]=3)=[CH:23][CH:22]=2)=[O:17])[CH2:20][CH2:21]1.